From a dataset of Forward reaction prediction with 1.9M reactions from USPTO patents (1976-2016). Predict the product of the given reaction. (1) Given the reactants [N+:1]([C:4]1[CH:5]=[C:6]2[C:11](=[CH:12][CH:13]=1)[NH:10][C:9](=O)[NH:8][C:7]2=O)([O-:3])=[O:2].CN1[CH2:21][CH2:20][N:19](C)C1=O.P(Cl)(Cl)([Cl:26])=O.[CH2:29](N)[CH2:30][CH3:31], predict the reaction product. The product is: [Cl:26][C:9]1[N:8]=[C:7]([NH:19][CH2:20][CH2:21][CH2:29][CH2:30][CH3:31])[C:6]2[C:11](=[CH:12][CH:13]=[C:4]([N+:1]([O-:3])=[O:2])[CH:5]=2)[N:10]=1. (2) Given the reactants [F:1][C:2]1[CH:3]=[C:4]2[C:10](=[CH:11][CH:12]=1)[C:8](=[O:9])O[C:6]([C:13]([OH:15])=[O:14])=[C:5]2[C:16]1[CH:21]=[CH:20][CH:19]=[CH:18][CH:17]=1.[CH2:22]([NH2:29])[C:23]1[CH:28]=[CH:27][CH:26]=[CH:25][CH:24]=1.C(N(CC)CC)C, predict the reaction product. The product is: [CH2:22]([N:29]1[C:6]([C:13]([OH:15])=[O:14])=[C:5]([C:16]2[CH:21]=[CH:20][CH:19]=[CH:18][CH:17]=2)[C:4]2[C:10](=[CH:11][CH:12]=[C:2]([F:1])[CH:3]=2)[C:8]1=[O:9])[C:23]1[CH:28]=[CH:27][CH:26]=[CH:25][CH:24]=1. (3) Given the reactants [F:1][C:2]1[CH:10]=[C:9]([NH:11][C:12]([C:14]2[CH:23]=[C:22]3[C:17]([CH2:18][CH2:19][CH2:20][N:21]3[S:24]([C:27]3[CH:32]=[CH:31][CH:30]=[C:29]([C:33]([F:36])([F:35])[F:34])[CH:28]=3)(=[O:26])=[O:25])=[CH:16][CH:15]=2)=[O:13])[CH:8]=[CH:7][C:3]=1[C:4]([OH:6])=[O:5].F[C:38](F)(F)[C:39]1C=C(S(Cl)(=O)=O)C=CC=1, predict the reaction product. The product is: [CH2:38]([O:5][C:4](=[O:6])[C:3]1[CH:7]=[CH:8][C:9]([NH:11][C:12]([C:14]2[CH:23]=[C:22]3[C:17]([CH2:18][CH2:19][CH2:20][N:21]3[S:24]([C:27]3[CH:32]=[CH:31][CH:30]=[C:29]([C:33]([F:34])([F:36])[F:35])[CH:28]=3)(=[O:26])=[O:25])=[CH:16][CH:15]=2)=[O:13])=[CH:10][C:2]=1[F:1])[CH3:39]. (4) Given the reactants C([Li])CCC.C(NC(C)C)(C)C.[Br:13][C:14]1[CH:15]=[N:16][CH:17]=[C:18]([Br:20])[CH:19]=1.[CH3:21][O:22][C:23]1[C:30]([O:31][CH3:32])=[C:29]([O:33][CH3:34])[CH:28]=[C:27]([CH3:35])[C:24]=1[CH:25]=[O:26], predict the reaction product. The product is: [CH3:21][O:22][C:23]1[C:30]([O:31][CH3:32])=[C:29]([O:33][CH3:34])[CH:28]=[C:27]([CH3:35])[C:24]=1[CH:25]([C:19]1[C:18]([Br:20])=[CH:17][N:16]=[CH:15][C:14]=1[Br:13])[OH:26].